Predict the reactants needed to synthesize the given product. From a dataset of Full USPTO retrosynthesis dataset with 1.9M reactions from patents (1976-2016). (1) Given the product [CH:1]1([CH2:6][CH:7]([C:11]2[CH:16]=[CH:15][C:14]([S:17]([CH3:20])(=[O:18])=[O:19])=[C:13]([C:21]([F:22])([F:23])[F:24])[CH:12]=2)[C:8]([NH:52][C:53]2[CH:58]=[CH:57][CH:56]=[CH:55][N:54]=2)=[O:9])[CH2:2][CH2:3][CH2:4][CH2:5]1, predict the reactants needed to synthesize it. The reactants are: [CH:1]1([CH2:6][CH:7]([C:11]2[CH:16]=[CH:15][C:14]([S:17]([CH3:20])(=[O:19])=[O:18])=[C:13]([C:21]([F:24])([F:23])[F:22])[CH:12]=2)[C:8](O)=[O:9])[CH2:5][CH2:4][CH2:3][CH2:2]1.C1(P(C2C=CC=CC=2)C2C=CC=CC=2)C=CC=CC=1.BrN1C(=O)CCC1=O.[NH2:52][C:53]1[CH:58]=[CH:57][CH:56]=[CH:55][N:54]=1. (2) Given the product [F:27][C:28]1[N:29]=[CH:30][C:31]([C:2]2[CH:3]=[C:4]([C:23]([F:26])([F:24])[F:25])[CH:5]=[C:6]3[C:11]=2[N:10]=[C:9]([NH:12][C:13]2[CH:14]=[CH:15][C:16]([S:19]([NH2:22])(=[O:21])=[O:20])=[CH:17][CH:18]=2)[N:8]=[CH:7]3)=[CH:32][CH:33]=1, predict the reactants needed to synthesize it. The reactants are: Br[C:2]1[CH:3]=[C:4]([C:23]([F:26])([F:25])[F:24])[CH:5]=[C:6]2[C:11]=1[N:10]=[C:9]([NH:12][C:13]1[CH:18]=[CH:17][C:16]([S:19]([NH2:22])(=[O:21])=[O:20])=[CH:15][CH:14]=1)[N:8]=[CH:7]2.[F:27][C:28]1[CH:33]=[CH:32][C:31](B(O)O)=[CH:30][N:29]=1.C(=O)([O-])[O-].[K+].[K+]. (3) Given the product [Cl:1][C:2]1[CH:3]=[C:4]([C:9]2([C:21]([F:24])([F:23])[F:22])[O:25][N:28]=[C:11]([C:13]3[CH:18]=[CH:17][C:16]([S:19][CH3:20])=[CH:15][CH:14]=3)[CH2:10]2)[CH:5]=[C:6]([Cl:8])[CH:7]=1, predict the reactants needed to synthesize it. The reactants are: [Cl:1][C:2]1[CH:3]=[C:4]([C:9]([C:21]([F:24])([F:23])[F:22])=[CH:10][C:11]([C:13]2[CH:18]=[CH:17][C:16]([S:19][CH3:20])=[CH:15][CH:14]=2)=O)[CH:5]=[C:6]([Cl:8])[CH:7]=1.[OH-:25].[Na+].Cl.[NH2:28]O.Cl. (4) Given the product [I:31][C:3]1[C:4]2[C:5](=[N:6][CH:7]=[C:8]([C:10]3[CH:11]=[C:12]([C:16]([N:18]4[CH2:23][CH2:22][O:21][CH2:20][CH2:19]4)=[O:17])[CH:13]=[CH:14][CH:15]=3)[CH:9]=2)[NH:1][CH:2]=1, predict the reactants needed to synthesize it. The reactants are: [NH:1]1[C:5]2=[N:6][CH:7]=[C:8]([C:10]3[CH:11]=[C:12]([C:16]([N:18]4[CH2:23][CH2:22][O:21][CH2:20][CH2:19]4)=[O:17])[CH:13]=[CH:14][CH:15]=3)[CH:9]=[C:4]2[CH:3]=[CH:2]1.C1C(=O)N([I:31])C(=O)C1. (5) Given the product [C:19]([C:16]1[CH2:17][CH2:18][N:13]([S:10]([CH2:9][C@@:2]2([CH3:1])[NH:6][C:5](=[O:7])[NH:4][C:3]2=[O:8])(=[O:12])=[O:11])[CH2:14][CH:15]=1)#[CH:20], predict the reactants needed to synthesize it. The reactants are: [CH3:1][C@:2]1([CH2:9][S:10]([N:13]2[CH2:18][CH:17]=[C:16]([C:19]#[C:20][Si](C)(C)C)[CH2:15][CH2:14]2)(=[O:12])=[O:11])[NH:6][C:5](=[O:7])[NH:4][C:3]1=[O:8].[F-].[K+]. (6) Given the product [C:1]([C:5]1[CH:10]=[CH:9][C:8]([S:11]([N:14]([C:15]2[CH:20]=[CH:19][C:18]([CH3:21])=[CH:17][CH:16]=2)[CH2:22][C:23]([N:28]([CH2:29][C:30]2[CH:31]=[CH:32][C:33]([N:36]([CH3:37])[CH3:38])=[CH:34][CH:35]=2)[CH2:26][CH3:27])=[O:25])(=[O:12])=[O:13])=[CH:7][CH:6]=1)([CH3:2])([CH3:4])[CH3:3], predict the reactants needed to synthesize it. The reactants are: [C:1]([C:5]1[CH:10]=[CH:9][C:8]([S:11]([N:14]([CH2:22][C:23]([OH:25])=O)[C:15]2[CH:20]=[CH:19][C:18]([CH3:21])=[CH:17][CH:16]=2)(=[O:13])=[O:12])=[CH:7][CH:6]=1)([CH3:4])([CH3:3])[CH3:2].[CH2:26]([NH:28][CH2:29][C:30]1[CH:35]=[CH:34][C:33]([N:36]([CH3:38])[CH3:37])=[CH:32][CH:31]=1)[CH3:27]. (7) Given the product [Cl:26][C:21]1[CH:22]=[CH:23][CH:24]=[CH:25][C:20]=1[N:19]1[C:15]([C:13]2[N:14]=[C:7]3[C:6]4[CH:28]=[C:2]([C:29]5[CH:34]=[CH:33][CH:32]=[CH:31][CH:30]=5)[CH:3]=[CH:4][C:5]=4[O:11][CH2:10][CH2:9][N:8]3[CH:12]=2)=[N:16][C:17]([NH2:27])=[N:18]1, predict the reactants needed to synthesize it. The reactants are: Br[C:2]1[CH:3]=[CH:4][C:5]2[O:11][CH2:10][CH2:9][N:8]3[CH:12]=[C:13]([C:15]4[N:19]([C:20]5[CH:25]=[CH:24][CH:23]=[CH:22][C:21]=5[Cl:26])[N:18]=[C:17]([NH2:27])[N:16]=4)[N:14]=[C:7]3[C:6]=2[CH:28]=1.[C:29]1(B(O)O)[CH:34]=[CH:33][CH:32]=[CH:31][CH:30]=1.C([O-])([O-])=O.[Cs+].[Cs+].O. (8) The reactants are: C([O:5][C:6]([N:8]1[CH2:12][CH2:11][CH:10]([O:13][C:14]2[CH:19]=[CH:18][C:17]([C:20]3[CH:25]=[CH:24][CH:23]=[C:22]([NH2:26])[N:21]=3)=[C:16]([O:27][CH3:28])[CH:15]=2)[CH2:9]1)=O)(C)(C)C.NC1C=CC=CN=1.[H-].[Al+3].[Li+].[H-].[H-].[H-]. Given the product [OH-:5].[CH3:6][N:8]1[CH2:12][CH2:11][CH:10]([O:13][C:14]2[CH:19]=[CH:18][C:17]([C:20]3[N:21]=[C:22]([NH2:26])[CH:23]=[CH:24][CH:25]=3)=[C:16]([O:27][CH3:28])[CH:15]=2)[CH2:9]1, predict the reactants needed to synthesize it.